From a dataset of Catalyst prediction with 721,799 reactions and 888 catalyst types from USPTO. Predict which catalyst facilitates the given reaction. (1) Reactant: [CH2:1]([N:8]1[CH2:13][CH2:12][C:11](=[N:14][NH:15][C:16](=[S:18])[NH2:17])[CH2:10][CH2:9]1)[C:2]1[CH:7]=[CH:6][CH:5]=[CH:4][CH:3]=1.Br[CH2:20][C:21]([C:23]1[CH:28]=[CH:27][CH:26]=[C:25]([Cl:29])[CH:24]=1)=O. Product: [CH2:1]([N:8]1[CH2:13][CH2:12][C:11](=[N:14][NH:15][C:16]2[S:18][CH:20]=[C:21]([C:23]3[CH:28]=[CH:27][CH:26]=[C:25]([Cl:29])[CH:24]=3)[N:17]=2)[CH2:10][CH2:9]1)[C:2]1[CH:3]=[CH:4][CH:5]=[CH:6][CH:7]=1. The catalyst class is: 1. (2) Reactant: Cl.CN.CS([C:8]1[N:13]=[C:12]([C:14]2[CH:19]=[CH:18][CH:17]=[CH:16][C:15]=2[O:20][C:21]2[CH:26]=[CH:25][C:24]([N+:27]([O-:29])=[O:28])=[CH:23][CH:22]=2)[CH:11]=[CH:10][N:9]=1)(=O)=O.C[CH2:31][N:32](C(C)C)C(C)C. Product: [CH3:31][NH:32][C:8]1[N:13]=[C:12]([C:14]2[CH:19]=[CH:18][CH:17]=[CH:16][C:15]=2[O:20][C:21]2[CH:26]=[CH:25][C:24]([N+:27]([O-:29])=[O:28])=[CH:23][CH:22]=2)[CH:11]=[CH:10][N:9]=1. The catalyst class is: 41. (3) Reactant: [CH:1]1[C:12]2[CH:11]=[CH:10][C:9]3[CH:13]=[CH:14][CH:15]=[CH:16][C:8]=3[C:7](=O)[NH:6][C:5]=2[CH:4]=[CH:3][CH:2]=1.[H-].[Al+3].[Li+].[H-].[H-].[H-]. Product: [CH:1]1[C:12]2[CH:11]=[CH:10][C:9]3[CH:13]=[CH:14][CH:15]=[CH:16][C:8]=3[CH2:7][NH:6][C:5]=2[CH:4]=[CH:3][CH:2]=1. The catalyst class is: 28. (4) Reactant: [NH2:1][C:2]1[CH:7]=[C:6]([Cl:8])[C:5]([OH:9])=[C:4]([Cl:10])[CH:3]=1.[CH:11]1([CH3:24])[CH2:16][CH2:15][CH:14]([CH:17]([CH3:19])[CH3:18])[CH:13]([O:20][C:21](Cl)=[O:22])[CH2:12]1. Product: [CH:17]([CH:14]1[CH2:15][CH2:16][CH:11]([CH3:24])[CH2:12][CH:13]1[O:20][C:21](=[O:22])[NH:1][C:2]1[CH:7]=[C:6]([Cl:8])[C:5]([OH:9])=[C:4]([Cl:10])[CH:3]=1)([CH3:18])[CH3:19]. The catalyst class is: 2.